Predict the reactants needed to synthesize the given product. From a dataset of Full USPTO retrosynthesis dataset with 1.9M reactions from patents (1976-2016). (1) The reactants are: [F:1][C:2]([F:23])([F:22])[C:3]1[CH:4]=[C:5]([CH:19]=[CH:20][CH:21]=1)[O:6][C:7]1[CH:8]=[C:9]([C:13]2[S:17][C:16]([NH2:18])=[N:15][N:14]=2)[CH:10]=[CH:11][CH:12]=1.[F:24][C:25]([F:36])([F:35])[C:26](O[C:26](=[O:27])[C:25]([F:36])([F:35])[F:24])=[O:27]. Given the product [F:24][C:25]([F:36])([F:35])[C:26]([NH:18][C:16]1[S:17][C:13]([C:9]2[CH:10]=[CH:11][CH:12]=[C:7]([O:6][C:5]3[CH:19]=[CH:20][CH:21]=[C:3]([C:2]([F:22])([F:1])[F:23])[CH:4]=3)[CH:8]=2)=[N:14][N:15]=1)=[O:27], predict the reactants needed to synthesize it. (2) Given the product [N:1]1[CH:6]=[CH:5][CH:4]=[C:3]([C:7]2[N:16]=[C:15]([C:17]([N:26]3[CH2:25][CH2:24][C:23]4[C:28](=[CH:29][CH:30]=[C:31]([O:32][CH3:33])[C:22]=4[OH:21])[CH2:27]3)=[O:19])[C:14]3[C:9](=[CH:10][CH:11]=[CH:12][CH:13]=3)[N:8]=2)[CH:2]=1, predict the reactants needed to synthesize it. The reactants are: [N:1]1[CH:6]=[CH:5][CH:4]=[C:3]([C:7]2[N:16]=[C:15]([C:17]([OH:19])=O)[C:14]3[C:9](=[CH:10][CH:11]=[CH:12][CH:13]=3)[N:8]=2)[CH:2]=1.Cl.[OH:21][C:22]1[C:31]([O:32][CH3:33])=[CH:30][CH:29]=[C:28]2[C:23]=1[CH2:24][CH2:25][NH:26][CH2:27]2. (3) Given the product [Cl:19][C:14]1[CH:15]=[CH:16][CH:17]=[C:18]2[C:13]=1[N:12]=[CH:11][N:10]=[C:9]2[C:3]1[CH:4]=[C:5]([O:8][C:21]2[CH:26]=[C:25]([S:27]([CH3:30])(=[O:28])=[O:29])[CH:24]=[C:23]([F:31])[CH:22]=2)[CH:6]=[CH:7][C:2]=1[Cl:1], predict the reactants needed to synthesize it. The reactants are: [Cl:1][C:2]1[CH:7]=[CH:6][C:5]([OH:8])=[CH:4][C:3]=1[C:9]1[C:18]2[C:13](=[C:14]([Cl:19])[CH:15]=[CH:16][CH:17]=2)[N:12]=[CH:11][N:10]=1.F[C:21]1[CH:26]=[C:25]([S:27]([CH3:30])(=[O:29])=[O:28])[CH:24]=[C:23]([F:31])[CH:22]=1. (4) Given the product [ClH:26].[Cl:26][C:22]1[N:17]2[CH:16]=[N:15][C:14]([C:10]([OH:12])=[O:11])=[CH:18][C:19]2=[CH:20][CH:21]=1, predict the reactants needed to synthesize it. The reactants are: N1C=CN2C=C([C:10]([O:12]C)=[O:11])C=CC=12.[CH:14]1[N:15]=[CH:16][N:17]2[CH:22]=[CH:21][C:20](C(O)=O)=[CH:19][C:18]=12.[ClH:26]. (5) Given the product [N:8]1[CH:9]=[N:10][N:11]2[CH:16]=[CH:15][C:14]([C:17]3[O:21][C:20]([S:22][CH2:24][C:25]4[CH:26]=[C:27]([CH:30]=[CH:31][CH:32]=4)[C:28]#[N:29])=[N:19][N:18]=3)=[CH:13][C:12]=12, predict the reactants needed to synthesize it. The reactants are: C(N(CC)CC)C.[N:8]1[CH:9]=[N:10][N:11]2[CH:16]=[CH:15][C:14]([C:17]3[O:21][C:20]([SH:22])=[N:19][N:18]=3)=[CH:13][C:12]=12.Br[CH2:24][C:25]1[CH:26]=[C:27]([CH:30]=[CH:31][CH:32]=1)[C:28]#[N:29].